Task: Regression/Classification. Given a drug SMILES string, predict its absorption, distribution, metabolism, or excretion properties. Task type varies by dataset: regression for continuous measurements (e.g., permeability, clearance, half-life) or binary classification for categorical outcomes (e.g., BBB penetration, CYP inhibition). Dataset: b3db_classification.. Dataset: Blood-brain barrier permeability classification from the B3DB database (1) The compound is CCC(C)C(C)(COC(N)=O)COC(N)=O. The result is 1 (penetrates BBB). (2) The compound is Clc1ccc(C(Cn2ccnc2)OCc2csc3c(Cl)cccc23)c(Cl)c1. The result is 0 (does not penetrate BBB). (3) The drug is Cc1nnc(SCC2=C(C(=O)O)N3C(=O)C(NC(=O)Cn4cnnn4)[C@@H]3SC2)s1. The result is 0 (does not penetrate BBB). (4) The drug is O=C1Nc2ccc(Cl)cc2C(c2ccccc2Cl)=NC1O. The result is 1 (penetrates BBB). (5) The drug is C[C@]12CC[C@H]3[C@@H](CCC4=CC(=O)C=C[C@@]43C)[C@@H]1CCC(=O)O2. The result is 0 (does not penetrate BBB).